Predict the reactants needed to synthesize the given product. From a dataset of Full USPTO retrosynthesis dataset with 1.9M reactions from patents (1976-2016). Given the product [F:14][C:15]1[CH:20]=[C:19]([C:2]2[S:10][C:9]3[C:8](=[O:11])[NH:7][C:6]([CH3:13])([CH3:12])[NH:5][C:4]=3[CH:3]=2)[CH:18]=[CH:17][N:16]=1, predict the reactants needed to synthesize it. The reactants are: Br[C:2]1[S:10][C:9]2[C:8](=[O:11])[NH:7][C:6]([CH3:13])([CH3:12])[NH:5][C:4]=2[CH:3]=1.[F:14][C:15]1[CH:20]=[C:19](B2OC(C)(C)C(C)(C)O2)[CH:18]=[CH:17][N:16]=1.C(=O)([O-])[O-].[Na+].[Na+].